This data is from Catalyst prediction with 721,799 reactions and 888 catalyst types from USPTO. The task is: Predict which catalyst facilitates the given reaction. Reactant: O/[CH:2]=[C:3]1\[C:4](=[O:13])[NH:5][C:6]2[C:11]\1=[CH:10][CH:9]=[C:8]([F:12])[CH:7]=2.O/C=C1\C(=O)NC2C\1=CC=CC=2.[O:26]1[CH:30]=[CH:29][CH:28]=[C:27]1[C:31]1[NH:35][N:34]=[C:33]([NH2:36])[CH:32]=1.NC1C=CNN=1. Product: [F:12][C:8]1[CH:7]=[C:6]2[C:11]([C:3](=[CH:2][NH:36][C:33]3[CH:32]=[C:31]([C:27]4[O:26][CH:30]=[CH:29][CH:28]=4)[NH:35][N:34]=3)[C:4](=[O:13])[NH:5]2)=[CH:10][CH:9]=1. The catalyst class is: 7.